Dataset: Full USPTO retrosynthesis dataset with 1.9M reactions from patents (1976-2016). Task: Predict the reactants needed to synthesize the given product. (1) Given the product [F:17][C:14]1[CH:15]=[CH:16][C:11]([C:8]2[N:6]3[CH:7]=[C:2]([C:26]4[N:30]([C:31]5[CH:32]=[CH:33][C:34]([C:37]([F:38])([F:39])[F:40])=[CH:35][CH:36]=5)[N:29]=[CH:28][CH:27]=4)[CH:3]=[CH:4][C:5]3=[N:10][CH:9]=2)=[CH:12][CH:13]=1, predict the reactants needed to synthesize it. The reactants are: Br[C:2]1[CH:3]=[CH:4][C:5]2[N:6]([C:8]([C:11]3[CH:16]=[CH:15][C:14]([F:17])=[CH:13][CH:12]=3)=[CH:9][N:10]=2)[CH:7]=1.CC1(C)C(C)(C)OB([C:26]2[N:30]([C:31]3[CH:36]=[CH:35][C:34]([C:37]([F:40])([F:39])[F:38])=[CH:33][CH:32]=3)[N:29]=[CH:28][CH:27]=2)O1. (2) The reactants are: [NH2:1][CH2:2][CH2:3][S:4][C:5]1[CH:6]=[C:7]([CH:27]=[C:28]([C:30]([F:33])([F:32])[F:31])[CH:29]=1)[C:8]([N:10]([C:12]1[CH:13]=[N:14][CH:15]=[CH:16][C:17]=1[C:18]1[CH:23]=[CH:22][C:21]([F:24])=[CH:20][C:19]=1[O:25][CH3:26])[CH3:11])=[O:9].[S:34](N)([NH2:37])(=[O:36])=[O:35]. Given the product [F:24][C:21]1[CH:22]=[CH:23][C:18]([C:17]2[CH:16]=[CH:15][N:14]=[CH:13][C:12]=2[N:10]([CH3:11])[C:8](=[O:9])[C:7]2[CH:27]=[C:28]([C:30]([F:32])([F:33])[F:31])[CH:29]=[C:5]([S:4][CH2:3][CH2:2][NH:1][S:34](=[O:36])(=[O:35])[NH2:37])[CH:6]=2)=[C:19]([O:25][CH3:26])[CH:20]=1, predict the reactants needed to synthesize it.